From a dataset of Full USPTO retrosynthesis dataset with 1.9M reactions from patents (1976-2016). Predict the reactants needed to synthesize the given product. (1) Given the product [Cl:36][C:10]1[C:11]2[C:16](=[CH:15][C:14]([O:17][CH2:18][CH2:19][C:20]3[S:24][C:23]([C:25]4[CH:26]=[CH:27][C:28]([C:31]([F:34])([F:33])[F:32])=[CH:29][CH:30]=4)=[N:22][C:21]=3[CH3:35])=[CH:13][CH:12]=2)[N:8]([CH2:7][C:6]([OH:37])=[O:5])[CH:9]=1, predict the reactants needed to synthesize it. The reactants are: C([O:5][C:6](=[O:37])[CH2:7][N:8]1[C:16]2[C:11](=[CH:12][CH:13]=[C:14]([O:17][CH2:18][CH2:19][C:20]3[S:24][C:23]([C:25]4[CH:30]=[CH:29][C:28]([C:31]([F:34])([F:33])[F:32])=[CH:27][CH:26]=4)=[N:22][C:21]=3[CH3:35])[CH:15]=2)[C:10]([Cl:36])=[CH:9]1)(C)(C)C.[Li+].[OH-]. (2) Given the product [S:9]1[C:5]2[CH:4]=[CH:3][NH:14][C:6]=2[CH:7]=[C:8]1[C:10]([O:12][CH3:13])=[O:11], predict the reactants needed to synthesize it. The reactants are: CN(C)[CH:3]=[CH:4][C:5]1[S:9][C:8]([C:10]([O:12][CH3:13])=[O:11])=[CH:7][C:6]=1[N+:14]([O-])=O.C([O-])=O.[NH4+]. (3) Given the product [Br:1][C:2]1[CH:9]=[CH:8][C:5]([CH2:6][S:11]([CH3:10])(=[O:13])=[O:12])=[CH:4][CH:3]=1, predict the reactants needed to synthesize it. The reactants are: [Br:1][C:2]1[CH:9]=[CH:8][C:5]([CH2:6]Br)=[CH:4][CH:3]=1.[CH3:10][S:11]([O-:13])=[O:12].[Na+].O. (4) Given the product [CH3:29][O:28][C:23]1[CH:24]=[CH:25][CH:26]=[C:27]2[C:22]=1[NH:21][CH2:20][CH:19]2[CH2:18][CH2:17][N:4]1[CH2:5][CH2:6][N:1]([C:7]2[CH:8]=[C:9]3[C:13](=[CH:14][CH:15]=2)[NH:12][CH:11]=[CH:10]3)[CH2:2][CH2:3]1, predict the reactants needed to synthesize it. The reactants are: [N:1]1([C:7]2[CH:8]=[C:9]3[C:13](=[CH:14][CH:15]=2)[NH:12][CH:11]=[CH:10]3)[CH2:6][CH2:5][NH:4][CH2:3][CH2:2]1.Br[CH2:17][CH2:18][CH:19]1[C:27]2[C:22](=[C:23]([O:28][CH3:29])[CH:24]=[CH:25][CH:26]=2)[N:21](C(=O)C)[CH2:20]1. (5) Given the product [Br:1][C:2]1[CH:3]=[C:4]([CH:8]2[CH2:13][CH2:12][N:11]([CH3:14])[CH2:10][CH2:9]2)[CH:5]=[CH:6][CH:7]=1, predict the reactants needed to synthesize it. The reactants are: [Br:1][C:2]1[CH:3]=[C:4]([CH:8]2[CH2:13][CH2:12][N:11]([C:14](OC(C)(C)C)=O)[CH2:10][CH2:9]2)[CH:5]=[CH:6][CH:7]=1.C=O. (6) Given the product [CH2:30]([O:32][C:33]([C:35]1([C:38]2[CH:43]=[CH:42][C:41]([C:25]3[CH:26]=[CH:27][C:22]([C:21]4[O:20][N:19]=[C:18]([CH3:29])[C:17]=4[CH:15]([C:12]4[CH:13]=[CH:14][C:9]([O:8][CH2:1][C:2]5[CH:7]=[CH:6][CH:5]=[CH:4][CH:3]=5)=[CH:10][CH:11]=4)[OH:16])=[CH:23][CH:24]=3)=[CH:40][CH:39]=2)[CH2:36][CH2:37]1)=[O:34])[CH3:31], predict the reactants needed to synthesize it. The reactants are: [CH2:1]([O:8][C:9]1[CH:14]=[CH:13][C:12]([CH:15]([C:17]2[C:18]([CH3:29])=[N:19][O:20][C:21]=2[C:22]2[CH:27]=[CH:26][C:25](Br)=[CH:24][CH:23]=2)[OH:16])=[CH:11][CH:10]=1)[C:2]1[CH:7]=[CH:6][CH:5]=[CH:4][CH:3]=1.[CH2:30]([O:32][C:33]([C:35]1([C:38]2[CH:43]=[CH:42][C:41](B3OC(C)(C)C(C)(C)O3)=[CH:40][CH:39]=2)[CH2:37][CH2:36]1)=[O:34])[CH3:31]. (7) Given the product [F:17][C:18]1[CH:23]=[C:22]([O:24][CH3:25])[CH:21]=[CH:20][C:19]=1[C:2]1[N:7]2[N:8]=[C:9]([NH:11][C:12]([CH:14]3[CH2:16][CH2:15]3)=[O:13])[N:10]=[C:6]2[CH:5]=[CH:4][CH:3]=1, predict the reactants needed to synthesize it. The reactants are: Br[C:2]1[N:7]2[N:8]=[C:9]([NH:11][C:12]([CH:14]3[CH2:16][CH2:15]3)=[O:13])[N:10]=[C:6]2[CH:5]=[CH:4][CH:3]=1.[F:17][C:18]1[CH:23]=[C:22]([O:24][CH3:25])[CH:21]=[CH:20][C:19]=1B(O)O.C(Cl)Cl.CCO.